From a dataset of Peptide-MHC class II binding affinity with 134,281 pairs from IEDB. Regression. Given a peptide amino acid sequence and an MHC pseudo amino acid sequence, predict their binding affinity value. This is MHC class II binding data. (1) The MHC is HLA-DPA10301-DPB10402 with pseudo-sequence HLA-DPA10301-DPB10402. The peptide sequence is ITKGKVDPTDYFRNE. The binding affinity (normalized) is 0.0221. (2) The peptide sequence is VFNYETETTSVIPAA. The MHC is DRB1_0101 with pseudo-sequence DRB1_0101. The binding affinity (normalized) is 0.339. (3) The peptide sequence is VNMVRRGVRSLSNKIHHHHHH. The MHC is DRB5_0101 with pseudo-sequence DRB5_0101. The binding affinity (normalized) is 0.820. (4) The binding affinity (normalized) is 0.703. The peptide sequence is LRLSSLMPCQAPRKS. The MHC is DRB3_0301 with pseudo-sequence DRB3_0301. (5) The peptide sequence is QVYPRSWSAVMLTFD. The MHC is DRB1_1201 with pseudo-sequence DRB1_1201. The binding affinity (normalized) is 0.284. (6) The peptide sequence is LSPGMMMGMFNMLST. The MHC is DRB5_0101 with pseudo-sequence DRB5_0101. The binding affinity (normalized) is 0.154.